Dataset: Drug-target binding data from BindingDB using IC50 measurements. Task: Regression. Given a target protein amino acid sequence and a drug SMILES string, predict the binding affinity score between them. We predict pIC50 (pIC50 = -log10(IC50 in M); higher means more potent). Dataset: bindingdb_ic50. (1) The small molecule is O=c1[nH]c(Nc2ccc(Cl)c(Cl)c2)nc2nc[nH]c12. The target protein (P10236) has sequence MGQEDGNRGERRAAGTPVEVTALYATDGCVITSSIALLTNSLLGAEPVYIFSYDAYTHDGRADGPTEQDRFEESRALYQASGGLNGDSFRVTFCLLGTEVGGTHQARGRTRPMFVCRFERADDVAALQDALAHGTPLQPDHIAATLDAEATFALHANMILALTVAINNASPRTGRDAAAAQYDQGASLRSLVGRTSLGQRGLTTLYVHHEVRVLAAYRRAYYGSAQSPFWFLSKFGPDEKSLVLTTRYYLLQAQRLGGAGATYDLQAIKDICATYAIPHAPRPDTVSAASLTSFAAITRFCCTSQYARGAAAAGFPLYVERRIAADVRETSALEKFITHDRSCLRVSDREFITYIYLAHFECFSPPRLATHLRAVTTHDPNPAASTEQPSPLGREAVEQFFCHVRAQLNIGEYVKHNVTPRETVLDGDTAKAYLRARTYAPGALTPAPAYCGAVDSATKMMGRLADAEKLLVPRGWPAFAPASPGEDTAGGTPPPQTCGI.... The pIC50 is 4.2. (2) The small molecule is O=C(NCC1CC1)c1nc2cccnn2c1-c1ccc(Cl)cc1. The target protein sequence is SGAAPRARPRPPALALPPTGPESLTHFPFSDEDTRRHPPGRSVSFEAENGPTPSPGRSPLDSQASPGLVLHAGAATSQRRESFLYRSDSDYDMSPKTMSRNSSVTSEAHAEDLIVTPFAQVLASLRSVRSNFSLLTNVPVPSNKRSPLGGPTPVCKATLSEETCQQLARETLEELDWCLEQLETMQTYRSVSEMASHKFKRMLNRELTHLSEMSRSGNQVSEYISTTFLDKQNEVEIPSPTMKEREKQQAPRPRPSQPPPPPVPHLQPMSQITGLKKLMHSNSLNNSNIPRFGVKTDQEELLAQELENLNKWGLNIFCVSDYAGGRSLTCIMYMIFQERDLLKKFRIPVDTMVTYMLTLEDHYHADVAYHNSLHAADVLQSTHVLLATPALDAVFTDLEILAALFAAAIHDVDHPGVSNQFLINTNSELALMYNDESVLENHHLAVGFKLLQEDNCDIFQNLSKRQRQSLRKMVIDMVLATDMSKHMTLLADLKTMVETK.... The pIC50 is 7.2. (3) The target protein (P15207) has sequence MEVQLGLGRVYPRPPSKTYRGAFQNLFQSVREAIQNPGPRHPEAASIAPPGACLQQRQETSPRRRRRQQHPEDGSPQAHIRGTTGYLALEEEQQPSQQQSASEGHPESGCLPEPGAATAPGKGLPQQPPAPPDQDDSAAPSTLSLLGPTFPGLSSCSADIKDILSEAGTMQLLQQQQQQQQQQQQQQQQQQQQQQEVISEGSSSVRAREATGAPSSSKDSYLGGNSTISDSAKELCKAVSVSMGLGVEALEHLSPGEQLRGDCMYASLLGGPPAVRPTPCAPLAECKGLSLDEGPGKGTEETAEYSSFKGGYAKGLEGESLGCSGSSEAGSSGTLEIPSSLSLYKSGAVDEAAAYQNRDYYNFPLALSGPPHPPPPTHPHARIKLENPSDYGSAWAAAAAQCRYGDLASLHGGSVAGPSTGSPPATASSSWHTLFTAEEGQLYGPGGGGGSSSPSDAGPVAPYGYTRPPQGLASQEGDFSASEVWYPGGVVNRVPYPSPS.... The pIC50 is 4.0. The compound is CCN(CC)C(=O)[C@H]1CC[C@H]2[C@@H]3CC[C@H]4NC(=O)C=C[C@]4(C)[C@H]3CC[C@]12C. (4) The small molecule is CCn1c([C@@H](C)NS(=O)(=O)c2cccnc2)nc2ccc(C(F)(F)F)cc21. The target protein (P20815) has sequence MDLIPNLAVETWLLLAVSLVLLYLYGTRTHGLFKRLGIPGPTPLPLLGNVLSYRQGLWKFDTECYKKYGKMWGTYEGQLPVLAITDPDVIRTVLVKECYSVFTNRRSLGPVGFMKSAISLAEDEEWKRIRSLLSPTFTSGKLKEMFPIIAQYGDVLVRNLRREAEKGKPVTLKDIFGAYSMDVITGTSFGVNIDSLNNPQDPFVESTKKFLKFGFLDPLFLSIILFPFLTPVFEALNVSLFPKDTINFLSKSVNRMKKSRLNDKQKHRLDFLQLMIDSQNSKETESHKALSDLELAAQSIIFIFAGYETTSSVLSFTLYELATHPDVQQKLQKEIDAVLPNKAPPTYDAVVQMEYLDMVVNETLRLFPVAIRLERTCKKDVEINGVFIPKGSMVVIPTYALHHDPKYWTEPEEFRPERFSKKKDSIDPYIYTPFGTGPRNCIGMRFALMNMKLALIRVLQNFSFKPCKETQIPLKLDTQGLLQPEKPIVLKVDSRDGTLS.... The pIC50 is 6.1. (5) The drug is O=C(C[C@H]1S[C@H](c2ccc(Cl)cc2Cl)N(CC(=O)NCCCN2CCCC2)C1=O)NCc1cccc2ccccc12. The target protein (P51679) has sequence MNPTDIADTTLDESIYSNYYLYESIPKPCTKEGIKAFGELFLPPLYSLVFVFGLLGNSVVVLVLFKYKRLRSMTDVYLLNLAISDLLFVFSLPFWGYYAADQWVFGLGLCKMISWMYLVGFYSGIFFVMLMSIDRYLAIVHAVFSLRARTLTYGVITSLATWSVAVFASLPGFLFSTCYTERNHTYCKTKYSLNSTTWKVLSSLEINILGLVIPLGIMLFCYSMIIRTLQHCKNEKKNKAVKMIFAVVVLFLGFWTPYNIVLFLETLVELEVLQDCTFERYLDYAIQATETLAFVHCCLNPIIYFFLGEKFRKYILQLFKTCRGLFVLCQYCGLLQIYSADTPSSSYTQSTMDHDLHDAL. The pIC50 is 6.5.